Dataset: Forward reaction prediction with 1.9M reactions from USPTO patents (1976-2016). Task: Predict the product of the given reaction. Given the reactants Cl[C:2]1[N:7]=[C:6]2[S:8][C:9]([NH:11][C:12]3[CH:17]=[C:16]([CH2:18][C:19]4[CH:24]=[CH:23][CH:22]=[CH:21][CH:20]=4)[N:15]=[C:14]([NH:25][C@H:26]4[CH2:31][CH2:30][C@H:29]([OH:32])[CH2:28][CH2:27]4)[N:13]=3)=[N:10][C:5]2=[CH:4][CH:3]=1.[NH:33]1[CH2:38][CH2:37][O:36][CH2:35][CH2:34]1, predict the reaction product. The product is: [N:33]1([C:2]2[N:7]=[C:6]3[S:8][C:9]([NH:11][C:12]4[CH:17]=[C:16]([CH2:18][C:19]5[CH:24]=[CH:23][CH:22]=[CH:21][CH:20]=5)[N:15]=[C:14]([NH:25][C@H:26]5[CH2:31][CH2:30][C@H:29]([OH:32])[CH2:28][CH2:27]5)[N:13]=4)=[N:10][C:5]3=[CH:4][CH:3]=2)[CH2:38][CH2:37][O:36][CH2:35][CH2:34]1.